From a dataset of Catalyst prediction with 721,799 reactions and 888 catalyst types from USPTO. Predict which catalyst facilitates the given reaction. (1) Reactant: [Br:1][C:2]1[CH:7]=[CH:6][C:5]([O:8][CH2:9][CH:10](OCC)OCC)=[CH:4][C:3]=1[F:17]. Product: [Br:1][C:2]1[CH:7]=[CH:6][C:5]2[O:8][CH:9]=[CH:10][C:4]=2[C:3]=1[F:17]. The catalyst class is: 11. (2) Reactant: [NH:1]1[CH2:11][CH2:10][CH2:9][CH:3]([C:4]([O:6][CH2:7][CH3:8])=[O:5])[CH2:2]1.[CH3:12][C:13]([O:16][C:17](O[C:17]([O:16][C:13]([CH3:15])([CH3:14])[CH3:12])=[O:18])=[O:18])([CH3:15])[CH3:14].C(N(CC)CC)C.ClCCl. Product: [N:1]1([C:17]([O:16][C:13]([CH3:15])([CH3:14])[CH3:12])=[O:18])[CH2:11][CH2:10][CH2:9][CH:3]([C:4]([O:6][CH2:7][CH3:8])=[O:5])[CH2:2]1. The catalyst class is: 25. (3) Reactant: [CH3:1][O:2][C@:3]([C:13]([F:16])([F:15])[F:14])([C:10]([OH:12])=O)[C:4]1[CH:9]=[CH:8][CH:7]=[CH:6][CH:5]=1.C(N([CH:23]([CH3:25])C)CC)(C)C.CN(C(ON1N=N[C:36]2[CH:37]=[CH:38][CH:39]=[N:40][C:35]1=2)=[N+](C)C)C.[F:43][P-](F)(F)(F)(F)F.C([O:53][CH2:54][CH3:55])(=O)C. Product: [F:14][C:13]([F:16])([F:15])[C@:3]([O:2][CH3:1])([C:4]1[CH:5]=[CH:6][CH:7]=[CH:8][CH:9]=1)[C:10]([NH:40][C@@H:35]1[C:36]2[C:37](=[CH:38][CH:39]=[C:23]([F:43])[CH:25]=2)[CH2:55][C@@H:54]1[OH:53])=[O:12]. The catalyst class is: 3. (4) Reactant: [CH2:1]([N:8]([CH2:22][C:23]1[CH:28]=[CH:27][CH:26]=[CH:25][CH:24]=1)[C:9]1[C:18]2[N:19]=[CH:20][NH:21][C:17]=2[C:16]2[CH:15]=[CH:14][CH:13]=[CH:12][C:11]=2[N:10]=1)[C:2]1[CH:7]=[CH:6][CH:5]=[CH:4][CH:3]=1.[H-].[Na+].[Cl:31][CH2:32][CH2:33][CH2:34][CH2:35]I. Product: [CH2:22]([N:8]([CH2:1][C:2]1[CH:3]=[CH:4][CH:5]=[CH:6][CH:7]=1)[C:9]1[C:18]2[N:19]=[CH:20][N:21]([CH2:35][CH2:34][CH2:33][CH2:32][Cl:31])[C:17]=2[C:16]2[CH:15]=[CH:14][CH:13]=[CH:12][C:11]=2[N:10]=1)[C:23]1[CH:28]=[CH:27][CH:26]=[CH:25][CH:24]=1. The catalyst class is: 9. (5) Reactant: [C:1]1([N:7]=[C:8]([S:15][CH:16]([CH3:18])[CH3:17])[CH2:9][CH2:10][Si](C)(C)C)[CH:6]=[CH:5][CH:4]=[CH:3][CH:2]=1.C(=O)([O-])[O-].[K+].[K+].[Cl-].[Na+]. Product: [C:1]1([N:7]=[C:8]([S:15][CH:16]([CH3:17])[CH3:18])[CH2:9][CH3:10])[CH:6]=[CH:5][CH:4]=[CH:3][CH:2]=1. The catalyst class is: 5. (6) Reactant: [N:1]1[CH:6]=[CH:5][CH:4]=[CH:3][CH:2]=1.[CH2:7]([N:10]1[C:18]2[C:13](=[CH:14][CH:15]=[CH:16][CH:17]=2)[C:12](=[O:19])[C:11]1=[O:20])[CH:8]=[CH2:9].FC(F)(F)S(O[C:27]1[CH:32]=[CH:31][CH:30]=[CH:29][C:28]=1[Si](C)(C)C)(=O)=O.[F-].[K+].O1CCOCCOCCOCCOCCOCC1. Product: [CH2:7]([N:10]1[C:18]2[C:13](=[CH:14][CH:15]=[CH:16][CH:17]=2)[C:12]([O:19][C:27]2[CH:32]=[CH:31][CH:30]=[CH:29][CH:28]=2)([C:2]2[CH:3]=[CH:4][CH:5]=[CH:6][N:1]=2)[C:11]1=[O:20])[CH:8]=[CH2:9]. The catalyst class is: 1. (7) Reactant: [Cl:1][C:2]1[N:3]=[N:4][CH:5]=[C:6](Cl)[CH:7]=1.[CH3:9][O-:10].[Na+]. Product: [Cl:1][C:2]1[N:3]=[N:4][CH:5]=[C:6]([O:10][CH3:9])[CH:7]=1. The catalyst class is: 5.